This data is from Forward reaction prediction with 1.9M reactions from USPTO patents (1976-2016). The task is: Predict the product of the given reaction. (1) Given the reactants [Cl:1][C:2]1[CH:7]=[CH:6][C:5]([C:8]2[CH:13]=[C:12]([C:14]([F:17])([F:16])[F:15])[N:11]3[N:18]=[CH:19][C:20]([C:21]([OH:23])=O)=[C:10]3[N:9]=2)=[CH:4][CH:3]=1.[NH2:24][C:25]1[CH:26]=[C:27]([S:31]([NH:34][C:35]([CH3:39])([CH3:38])[CH2:36][OH:37])(=[O:33])=[O:32])[CH:28]=[CH:29][CH:30]=1, predict the reaction product. The product is: [OH:37][CH2:36][C:35]([NH:34][S:31]([C:27]1[CH:26]=[C:25]([NH:24][C:21]([C:20]2[CH:19]=[N:18][N:11]3[C:12]([C:14]([F:16])([F:15])[F:17])=[CH:13][C:8]([C:5]4[CH:6]=[CH:7][C:2]([Cl:1])=[CH:3][CH:4]=4)=[N:9][C:10]=23)=[O:23])[CH:30]=[CH:29][CH:28]=1)(=[O:33])=[O:32])([CH3:39])[CH3:38]. (2) Given the reactants [OH:1][C:2]1[CH:9]=[CH:8][C:5]([CH2:6][OH:7])=[CH:4][CH:3]=1.[H-].[Na+].[CH:12](Br)([CH3:14])[CH3:13].P([O-])([O-])([O-])=O, predict the reaction product. The product is: [CH:12]([O:1][C:2]1[CH:9]=[CH:8][C:5]([CH2:6][OH:7])=[CH:4][CH:3]=1)([CH3:14])[CH3:13]. (3) Given the reactants [O:1]=[C:2](Cl)OC(Cl)(Cl)Cl.[N+:9]([C:12]1[CH:13]=[C:14]([CH:16]=[CH:17][C:18]=1[CH:19]([CH3:21])[CH3:20])[NH2:15])([O-:11])=[O:10].CO[C:24](=[O:36])[C:25]([CH3:35])([NH:27][CH2:28][C:29]1[CH:34]=[CH:33][N:32]=[CH:31][CH:30]=1)[CH3:26], predict the reaction product. The product is: [CH3:35][C:25]1([CH3:26])[N:27]([CH2:28][C:29]2[CH:30]=[CH:31][N:32]=[CH:33][CH:34]=2)[C:2](=[O:1])[N:15]([C:14]2[CH:16]=[CH:17][C:18]([CH:19]([CH3:21])[CH3:20])=[C:12]([N+:9]([O-:11])=[O:10])[CH:13]=2)[C:24]1=[O:36]. (4) Given the reactants [NH2:1][C:2]1[C:13]([C:14]([CH3:17])([CH3:16])[CH3:15])=[CH:12][C:5]2[C:6]([CH3:11])([CH3:10])[C:7](=[O:9])[O:8][C:4]=2[CH:3]=1.[CH3:18][CH:19]1[O:23][CH2:22][CH2:21][CH2:20]1.C(P1(=O)OP(CCC)(=O)OP(CCC)(=O)O1)CC.[N:42]1[CH:47]=[CH:46][CH:45]=C[CH:43]=1.[C:48](=O)(OC)[O:49]C1C=C([N+]([O-])=O)C(C(C)(C)C)=CC=1Br, predict the reaction product. The product is: [C:14]([C:13]1[C:2]([NH:1][C:48]([C:18]2[C:19](=[O:23])[C:20]3[C:47](=[CH:46][CH:45]=[CH:22][CH:21]=3)[NH:42][CH:43]=2)=[O:49])=[CH:3][C:4]2[O:8][C:7](=[O:9])[C:6]([CH3:11])([CH3:10])[C:5]=2[CH:12]=1)([CH3:17])([CH3:16])[CH3:15]. (5) Given the reactants [F:1][C:2]1[C:7]([F:8])=[CH:6][CH:5]=[CH:4][C:3]=1[C:9]1[N:13]=[C:12]([C:14]2[CH:15]=[N:16][CH:17]=[CH:18][CH:19]=2)[O:11][N:10]=1.[ClH:20], predict the reaction product. The product is: [ClH:20].[F:1][C:2]1[C:7]([F:8])=[CH:6][CH:5]=[CH:4][C:3]=1[C:9]1[N:13]=[C:12]([C:14]2[CH:15]=[N:16][CH:17]=[CH:18][CH:19]=2)[O:11][N:10]=1. (6) Given the reactants C[O:2][C:3](=[O:26])[C:4]1[CH:9]=[CH:8][C:7]([CH:10]([O:18][C:19]2[CH:24]=[CH:23][C:22]([Br:25])=[CH:21][CH:20]=2)[CH2:11][CH2:12][CH2:13][C:14]([F:17])([F:16])[F:15])=[CH:6][CH:5]=1.Cl, predict the reaction product. The product is: [Br:25][C:22]1[CH:21]=[CH:20][C:19]([O:18][CH:10]([C:7]2[CH:6]=[CH:5][C:4]([C:3]([OH:26])=[O:2])=[CH:9][CH:8]=2)[CH2:11][CH2:12][CH2:13][C:14]([F:17])([F:16])[F:15])=[CH:24][CH:23]=1.